The task is: Predict the reactants needed to synthesize the given product.. This data is from Full USPTO retrosynthesis dataset with 1.9M reactions from patents (1976-2016). Given the product [CH3:1][O:2][C:3]1[C:4]2[N:5]([N:10]=[C:11]([C:13](=[O:22])[CH2:14][C:15]([O:17][CH2:18][CH3:19])=[O:16])[CH:12]=2)[CH:6]=[C:7]([CH3:9])[N:8]=1, predict the reactants needed to synthesize it. The reactants are: [CH3:1][O:2][C:3]1[C:4]2[N:5]([N:10]=[C:11]([C:13](=[O:22])[CH2:14][C:15]([O:17][C:18](C)(C)[CH3:19])=[O:16])[CH:12]=2)[CH:6]=[C:7]([CH3:9])[N:8]=1.